From a dataset of Full USPTO retrosynthesis dataset with 1.9M reactions from patents (1976-2016). Predict the reactants needed to synthesize the given product. (1) Given the product [Cl:1][C:2]1[C:7](=[O:8])[N:6]([CH3:9])[CH:5]=[C:4]([N:10]2[CH:11]([C:24]3[CH:25]=[CH:26][C:27]([Cl:30])=[CH:28][CH:29]=3)[C:12]3[C:13](=[N:14][N:15]([CH:18]4[CH2:19][CH2:20]4)[C:16]=3[CH3:17])[C:21]2=[O:23])[CH:3]=1, predict the reactants needed to synthesize it. The reactants are: [Cl:1][C:2]1[C:7](=[O:8])[N:6]([CH3:9])[CH:5]=[C:4]([NH:10][CH:11]([C:24]2[CH:29]=[CH:28][C:27]([Cl:30])=[CH:26][CH:25]=2)[C:12]2[C:13]([C:21]([OH:23])=O)=[N:14][N:15]([CH:18]3[CH2:20][CH2:19]3)[C:16]=2[CH3:17])[CH:3]=1. (2) Given the product [Br:1][C:2]1[C:10]2[S:9][N:8]=[CH:7][C:6]=2[CH:5]=[CH:4][C:3]=1[C:17]1[CH:16]=[CH:15][CH:14]=[C:13]([F:12])[CH:18]=1, predict the reactants needed to synthesize it. The reactants are: [Br:1][C:2]1[C:10]2[S:9][N:8]=[CH:7][C:6]=2[CH:5]=[CH:4][C:3]=1I.[F:12][C:13]1[CH:14]=[C:15](B(O)O)[CH:16]=[CH:17][CH:18]=1.C(=O)([O-])[O-].[K+].[K+].O1CCOCC1. (3) Given the product [Cl:1][C:2]1[CH:47]=[CH:46][C:5]([CH2:6][C@@H:7]([NH2:28])[C:8]([N:10]2[CH2:15][CH2:14][C:13]([CH:22]3[CH2:27][CH2:26][CH2:25][CH2:24][CH2:23]3)([CH2:16][N:17]3[CH:21]=[N:20][CH:19]=[N:18]3)[CH2:12][CH2:11]2)=[O:9])=[CH:4][CH:3]=1, predict the reactants needed to synthesize it. The reactants are: [Cl:1][C:2]1[CH:47]=[CH:46][C:5]([CH2:6][C@@H:7]([NH:28]C(=O)OCC2C3C=CC=CC=3C3C2=CC=CC=3)[C:8]([N:10]2[CH2:15][CH2:14][C:13]([CH:22]3[CH2:27][CH2:26][CH2:25][CH2:24][CH2:23]3)([CH2:16][N:17]3[CH:21]=[N:20][CH:19]=[N:18]3)[CH2:12][CH2:11]2)=[O:9])=[CH:4][CH:3]=1.N1CCCCC1. (4) The reactants are: [CH3:1]OP(C(=[N+]=[N-])C(=O)C)(=O)OC.[Cl:13][C:14]1[CH:19]=[CH:18][C:17]([C:20]([CH3:32])([CH3:31])[CH2:21][C@:22]([OH:30])([C:26]([F:29])([F:28])[F:27])[CH2:23][CH:24]=O)=[C:16]([S:33]([CH3:36])(=[O:35])=[O:34])[CH:15]=1.C(=O)([O-])[O-].[K+].[K+]. Given the product [Cl:13][C:14]1[CH:19]=[CH:18][C:17]([C:20]([CH3:32])([CH3:31])[CH2:21][C@@:22]([C:26]([F:29])([F:28])[F:27])([OH:30])[CH2:23][C:24]#[CH:1])=[C:16]([S:33]([CH3:36])(=[O:35])=[O:34])[CH:15]=1, predict the reactants needed to synthesize it. (5) The reactants are: [Cl:1][C:2]1[CH:3]=[CH:4][C:5](=[O:8])[NH:6][N:7]=1.[H-].[Na+].Cl.Cl[CH2:13][C:14]1[CH:15]=[N:16][CH:17]=[CH:18][CH:19]=1.N1NC(=O)C=CC=1.[Cl-].[NH4+]. Given the product [Cl:1][C:2]1[CH:3]=[CH:4][C:5](=[O:8])[N:6]([CH2:13][C:14]2[CH:15]=[N:16][CH:17]=[CH:18][CH:19]=2)[N:7]=1, predict the reactants needed to synthesize it. (6) Given the product [C:1]([O:5][C:6](=[O:30])[C@@H:7]([NH:12][C:13](=[O:29])[C:14]1[CH:19]=[CH:18][C:17]([NH:20][CH:21]([CH2:24][CH3:25])[CH2:22][CH3:23])=[C:16]([NH2:26])[CH:15]=1)[CH2:8][CH:9]([CH3:10])[CH3:11])([CH3:2])([CH3:3])[CH3:4], predict the reactants needed to synthesize it. The reactants are: [C:1]([O:5][C:6](=[O:30])[C@@H:7]([NH:12][C:13](=[O:29])[C:14]1[CH:19]=[CH:18][C:17]([NH:20][CH:21]([CH2:24][CH3:25])[CH2:22][CH3:23])=[C:16]([N+:26]([O-])=O)[CH:15]=1)[CH2:8][CH:9]([CH3:11])[CH3:10])([CH3:4])([CH3:3])[CH3:2]. (7) Given the product [O:11]=[C:4]1[C:5]2[C:10](=[CH:9][CH:8]=[CH:7][CH:6]=2)[CH:2]([S:20][CH2:19][C:18]([OH:22])=[O:21])[N:3]1[CH2:12][C:13]1[S:14][CH:15]=[CH:16][CH:17]=1, predict the reactants needed to synthesize it. The reactants are: O[CH:2]1[C:10]2[C:5](=[CH:6][CH:7]=[CH:8][CH:9]=2)[C:4](=[O:11])[N:3]1[CH2:12][C:13]1[S:14][CH:15]=[CH:16][CH:17]=1.[C:18]([OH:22])(=[O:21])[CH2:19][SH:20].